From a dataset of Full USPTO retrosynthesis dataset with 1.9M reactions from patents (1976-2016). Predict the reactants needed to synthesize the given product. (1) Given the product [Cl:1][C:2]1[CH:3]=[CH:4][C:5]([O:6][C:7]2[CH:12]=[CH:11][C:10]([NH:13][CH:17]([C:18]3[CH:23]=[CH:22][CH:21]=[C:20]([O:24][CH3:25])[CH:19]=3)[CH2:16][OH:15])=[CH:9][CH:8]=2)=[CH:27][CH:28]=1, predict the reactants needed to synthesize it. The reactants are: [Cl:1][C:2]1[CH:28]=[CH:27][C:5]([O:6][C:7]2[CH:12]=[CH:11][C:10]([N:13]3[CH:17]([C:18]4[CH:23]=[CH:22][CH:21]=[C:20]([O:24][CH3:25])[CH:19]=4)[CH2:16][O:15]C3=O)=[CH:9][CH:8]=2)=[CH:4][CH:3]=1. (2) Given the product [NH2:1][C:2]1[N:7]=[C:6]([NH2:8])[C:5]([C:9]2[CH:16]=[CH:15][C:12]([CH:13]=[O:20])=[CH:11][CH:10]=2)=[C:4]([CH2:17][CH3:18])[N:3]=1, predict the reactants needed to synthesize it. The reactants are: [NH2:1][C:2]1[N:7]=[C:6]([NH2:8])[C:5]([C:9]2[CH:16]=[CH:15][C:12]([C:13]#N)=[CH:11][CH:10]=2)=[C:4]([CH2:17][CH3:18])[N:3]=1.C(O)=[O:20]. (3) The reactants are: [N:1]1[C:10]2[C:5](=[CH:6][CH:7]=[CH:8][CH:9]=2)[C:4](B(O)O)=[CH:3][CH:2]=1.Br[C:15]1[CH:16]=[N:17][N:18]2[CH:23]=[C:22]([C:24]3[CH:29]=[CH:28][C:27]([N:30]4[CH2:35][C@@H:34]5[CH2:36][C@H:31]4[CH2:32][N:33]5[C:37]([O:39][C:40]([CH3:43])([CH3:42])[CH3:41])=[O:38])=[CH:26][CH:25]=3)[CH:21]=[N:20][C:19]=12. Given the product [N:1]1[C:10]2[C:5](=[CH:6][CH:7]=[CH:8][CH:9]=2)[C:4]([C:15]2[CH:16]=[N:17][N:18]3[CH:23]=[C:22]([C:24]4[CH:25]=[CH:26][C:27]([N:30]5[CH2:35][C@@H:34]6[CH2:36][C@H:31]5[CH2:32][N:33]6[C:37]([O:39][C:40]([CH3:43])([CH3:42])[CH3:41])=[O:38])=[CH:28][CH:29]=4)[CH:21]=[N:20][C:19]=23)=[CH:3][CH:2]=1, predict the reactants needed to synthesize it. (4) Given the product [CH3:11][O:10][C:4]1[CH:3]=[C:2]([O:1][CH2:20][CH2:21][N:22]2[CH2:27][CH2:26][CH2:25][CH2:24][CH2:23]2)[CH:9]=[CH:8][C:5]=1[CH:6]=[O:7], predict the reactants needed to synthesize it. The reactants are: [OH:1][C:2]1[CH:9]=[CH:8][C:5]([CH:6]=[O:7])=[C:4]([O:10][CH3:11])[CH:3]=1.C(=O)([O-])[O-].[K+].[K+].Cl.Cl[CH2:20][CH2:21][N:22]1[CH2:27][CH2:26][CH2:25][CH2:24][CH2:23]1. (5) Given the product [CH2:24]([O:7][C:8]1[CH:15]=[CH:14][C:11]([CH:12]=[O:13])=[CH:10][CH:9]=1)[CH2:23][CH2:22][CH2:21][CH2:20][CH2:19][CH2:18][CH2:17][CH2:15][CH2:8][CH2:9][CH3:10], predict the reactants needed to synthesize it. The reactants are: C(=O)([O-])[O-].[K+].[K+].[OH:7][C:8]1[CH:15]=[CH:14][C:11]([CH:12]=[O:13])=[CH:10][CH:9]=1.Br[CH2:17][CH2:18][CH2:19][CH2:20][CH2:21][CH2:22][CH2:23][CH3:24].O. (6) Given the product [I:1][C:2]1[CH:3]=[C:4]2[C:9](=[CH:10][CH:11]=1)[O:8][CH2:7][CH2:6][CH:5]2[N:21]1[CH2:22][CH2:23][N:18]([CH3:17])[CH2:19][CH2:20]1, predict the reactants needed to synthesize it. The reactants are: [I:1][C:2]1[CH:3]=[C:4]2[C:9](=[CH:10][CH:11]=1)[O:8][CH2:7][CH2:6][CH:5]2O.S(Cl)(Cl)=O.[CH3:17][N:18]1[CH2:23][CH2:22][NH:21][CH2:20][CH2:19]1.C(=O)([O-])[O-].[K+].[K+].[I-].[Na+]. (7) The reactants are: Cl[CH:2]([CH3:16])[CH2:3][C:4]1[NH:15][C:7]2=[N:8][CH:9]=[CH:10][C:11]([C:12](O)=[O:13])=[C:6]2[N:5]=1.C1CN([P+](ON2N=NC3C=CC=CC2=3)(N2CCCC2)N2CCCC2)CC1.F[P-](F)(F)(F)(F)F.[CH3:50][S:51]([NH:54][C:55]1[CH:63]=[CH:62][C:58]([CH2:59][CH2:60][NH2:61])=[CH:57][CH:56]=1)(=[O:53])=[O:52]. Given the product [CH3:50][S:51]([NH:54][C:55]1[CH:63]=[CH:62][C:58]([CH2:59][CH2:60][NH:61][C:12]([C:11]2[CH:10]=[CH:9][N:8]=[C:7]3[NH:15][C:4]([CH:3]4[CH2:2][CH2:16]4)=[N:5][C:6]=23)=[O:13])=[CH:57][CH:56]=1)(=[O:53])=[O:52], predict the reactants needed to synthesize it. (8) The reactants are: [Si]([O:8][CH2:9][C@@H:10]([N:24]([CH2:37][CH:38]([CH3:40])[CH3:39])[S:25]([C:28]1[CH:36]=[CH:35][C:31]2[N:32]=[CH:33][S:34][C:30]=2[CH:29]=1)(=[O:27])=[O:26])[C:11]1[S:12][C:13]([CH2:16][NH:17]S(C(C)(C)C)=O)=[CH:14][CH:15]=1)(C(C)(C)C)(C)C.[ClH:41].O1CCOCC1. Given the product [ClH:41].[NH2:17][CH2:16][C:13]1[S:12][C:11]([C@H:10]([N:24]([CH2:37][CH:38]([CH3:40])[CH3:39])[S:25]([C:28]2[CH:36]=[CH:35][C:31]3[N:32]=[CH:33][S:34][C:30]=3[CH:29]=2)(=[O:27])=[O:26])[CH2:9][OH:8])=[CH:15][CH:14]=1, predict the reactants needed to synthesize it.